This data is from Forward reaction prediction with 1.9M reactions from USPTO patents (1976-2016). The task is: Predict the product of the given reaction. (1) Given the reactants [OH:1][CH2:2][CH2:3][CH2:4][CH2:5][CH2:6][CH2:7][CH2:8][C:9]1[CH2:11][CH:10]=1.[Si:12](Cl)([C:15]([CH3:18])([CH3:17])[CH3:16])([CH3:14])[CH3:13].C(N(CC)CC)C, predict the reaction product. The product is: [Si:12]([O:1][CH2:2][CH2:3][CH2:4][CH2:5][CH2:6][CH2:7][CH2:8][C:9]1[CH2:11][CH:10]=1)([C:15]([CH3:18])([CH3:17])[CH3:16])([CH3:14])[CH3:13]. (2) Given the reactants [Li]CCCC.C(NC(C)C)(C)C.[S:13]1[CH:17]=[CH:16][C:15]([C:18]([OH:20])=O)=[CH:14]1.[C:21](O[C:21](=O)[C:22]1[CH:27]=[CH:26][CH:25]=[CH:24][CH:23]=1)(=O)[C:22]1[CH:27]=[CH:26][CH:25]=[CH:24][CH:23]=1.O.[NH2:39][NH2:40], predict the reaction product. The product is: [C:22]1([C:21]2[C:14]3[S:13][CH:17]=[CH:16][C:15]=3[C:18](=[O:20])[NH:40][N:39]=2)[CH:27]=[CH:26][CH:25]=[CH:24][CH:23]=1. (3) Given the reactants [I-].[F:2][C:3]1[C:7]([C:8]2[CH2:9][N:10]([CH3:14])[CH:11]=[CH:12][CH:13]=2)=[N:6][S:5][N:4]=1.[BH4-].[Na+], predict the reaction product. The product is: [F:2][C:3]1[C:7]([C:8]2[CH2:9][N:10]([CH3:14])[CH2:11][CH2:12][CH:13]=2)=[N:6][S:5][N:4]=1.